Dataset: Forward reaction prediction with 1.9M reactions from USPTO patents (1976-2016). Task: Predict the product of the given reaction. (1) Given the reactants [C:1]([C:4]1[N:5]=[C:6]([CH2:42][CH3:43])[C:7]([NH:30][CH:31]2[CH2:34][N:33]([C:35](OC(C)(C)C)=[O:36])[CH2:32]2)=[N:8][C:9]=1[NH:10][C:11]1[CH:16]=[CH:15][C:14]([N:17]2[CH2:22][CH2:21][CH:20]([N:23]3[CH2:28][CH2:27][N:26]([CH3:29])[CH2:25][CH2:24]3)[CH2:19][CH2:18]2)=[CH:13][CH:12]=1)(=[O:3])[NH2:2].F[C:45](F)(F)[C:46](O)=O, predict the reaction product. The product is: [C:35]([N:33]1[CH2:34][CH:31]([NH:30][C:7]2[N:8]=[C:9]([NH:10][C:11]3[CH:12]=[CH:13][C:14]([N:17]4[CH2:22][CH2:21][CH:20]([N:23]5[CH2:24][CH2:25][N:26]([CH3:29])[CH2:27][CH2:28]5)[CH2:19][CH2:18]4)=[CH:15][CH:16]=3)[C:4]([C:1]([NH2:2])=[O:3])=[N:5][C:6]=2[CH2:42][CH3:43])[CH2:32]1)(=[O:36])[CH:45]=[CH2:46]. (2) Given the reactants [H-].[Na+].[NH:3]1[C:11]2[C:6](=[CH:7][CH:8]=[CH:9][CH:10]=2)[CH:5]=[CH:4]1.Cl[C:13]1[N:14]=[C:15]([N:34]2[CH2:39][CH2:38][O:37][CH2:36][CH2:35]2)[C:16]2[N:22]=[C:21]([CH2:23][N:24]3[CH2:29][CH2:28][CH:27]([C:30]([OH:33])([CH3:32])[CH3:31])[CH2:26][CH2:25]3)[CH:20]=[CH:19][C:17]=2[N:18]=1, predict the reaction product. The product is: [N:3]1([C:13]2[N:14]=[C:15]([N:34]3[CH2:39][CH2:38][O:37][CH2:36][CH2:35]3)[C:16]3[N:22]=[C:21]([CH2:23][N:24]4[CH2:29][CH2:28][CH:27]([C:30]([OH:33])([CH3:32])[CH3:31])[CH2:26][CH2:25]4)[CH:20]=[CH:19][C:17]=3[N:18]=2)[C:11]2[C:6](=[CH:7][CH:8]=[CH:9][CH:10]=2)[CH:5]=[CH:4]1.